From a dataset of Forward reaction prediction with 1.9M reactions from USPTO patents (1976-2016). Predict the product of the given reaction. The product is: [CH3:7][O:8][C:9](=[O:25])[C:10]([CH2:15][C:16]1[CH:21]=[CH:20][CH:19]=[C:18]([C:22]#[N:23])[CH:17]=1)([NH:24][C:3]([O:2][CH3:1])=[O:4])[CH2:11][CH2:12][S:13][CH3:14]. Given the reactants [CH3:1][O:2][C:3](Cl)=[O:4].Cl.[CH3:7][O:8][C:9](=[O:25])[C:10]([NH2:24])([CH2:15][C:16]1[CH:21]=[CH:20][CH:19]=[C:18]([C:22]#[N:23])[CH:17]=1)[CH2:11][CH2:12][S:13][CH3:14].C(N(CC)CC)C, predict the reaction product.